Task: Predict the reaction yield, written as a fraction of the theoretical maximum amount of product (1.0 means a 100% yield; for example, 0.34 means a 34% yield).. Dataset: Reaction yield outcomes from USPTO patents with 853,638 reactions The reactants are [Cl:1][C:2]1[CH:3]=[C:4]2[C:8](=[CH:9][CH:10]=1)[NH:7][CH:6]=[CH:5]2.[H-].[Na+].I[CH3:14]. The catalyst is CN(C)C=O. The product is [Cl:1][C:2]1[CH:3]=[C:4]2[C:8](=[CH:9][CH:10]=1)[N:7]([CH3:14])[CH:6]=[CH:5]2. The yield is 0.500.